Task: Binary Classification. Given a miRNA mature sequence and a target amino acid sequence, predict their likelihood of interaction.. Dataset: Experimentally validated miRNA-target interactions with 360,000+ pairs, plus equal number of negative samples (1) The miRNA is hsa-miR-2909 with sequence GUUAGGGCCAACAUCUCUUGG. The protein sequence of the target gene is MPFGLKLRRTRRYNVLSKNCFVTRIRLLDSNVIECTLSVESTGQECLEAVAQRLELRETHYFGLWFLSKSQQARWVELEKPLKKHLDKFANEPLLFFGVMFYVPNVSRLQQEATRYQYYLQVKKDVLEGRLRCSLEQVIRLAGLAVQADFGDYNQFDSQEFLREYVLFPMDLAMEEAALEELTQKVAQEHKAHSGILPAEAELMYINEVERLDGFGQEIFPVKDSHGNSVHLGIFFMGIFVRNRVGRQAVIYRWNDIGSVTHSKAAILLELIDKEETALFHTDDIENAKYISRLFTTRHK.... Result: 0 (no interaction). (2) The miRNA is hsa-miR-9500 with sequence AAGGGAAGAUGGUGACCAC. The protein sequence of the target gene is MTVQRLVAAAVLVALVSLILNNVAAFTSNWVCQTLEDGRRRSVGLWRSCWLVDRTRGGPSPGARAGQVDAHDCEALGWGSEAAGFQESRGTVKLQFDMMRACNLVATAALTAGQLTFLLGLVGLPLLSPDAPCWEEAMAAAFQLASFVLVIGLVTFYRIGPYTNLSWSCYLNIGACLLATLAAAMLIWNILHKREDCMAPRVIVISRSLTARFRRGLDNDYVESPC. Result: 0 (no interaction).